Dataset: Buchwald-Hartwig C-N cross coupling reaction yields with 55,370 reactions. Task: Predict the reaction yield, written as a fraction of the theoretical maximum amount of product (1.0 means a 100% yield; for example, 0.34 means a 34% yield). (1) The reactants are COc1ccc(I)cc1.Cc1ccc(N)cc1.O=S(=O)(O[Pd]1c2ccccc2-c2ccccc2N~1)C(F)(F)F.COc1ccc(OC)c(P([C@]23C[C@H]4C[C@H](C[C@H](C4)C2)C3)[C@]23C[C@H]4C[C@H](C[C@H](C4)C2)C3)c1-c1c(C(C)C)cc(C(C)C)cc1C(C)C.CN1CCCN2CCCN=C12.Cc1ccno1. No catalyst specified. The product is COc1ccc(Nc2ccc(C)cc2)cc1. The yield is 0.501. (2) The reactants are Clc1cccnc1.Cc1ccc(N)cc1.O=S(=O)(O[Pd]1c2ccccc2-c2ccccc2N~1)C(F)(F)F.CC(C)c1cc(C(C)C)c(-c2ccccc2P(C2CCCCC2)C2CCCCC2)c(C(C)C)c1.CN1CCCN2CCCN=C12.c1ccc(-c2ccno2)cc1. No catalyst specified. The product is Cc1ccc(Nc2cccnc2)cc1. The yield is 0.0635.